From a dataset of Experimentally validated miRNA-target interactions with 360,000+ pairs, plus equal number of negative samples. Binary Classification. Given a miRNA mature sequence and a target amino acid sequence, predict their likelihood of interaction. The miRNA is hsa-miR-767-5p with sequence UGCACCAUGGUUGUCUGAGCAUG. The protein sequence of the target gene is MENSDSNDKGSGDQSAAQRRSQMDRLDREEAFYQFVNNLSEEDYRLMRDNNLLGTPGESTEEELLRRLQQIKEGPPPQNSDENRGGDSSDDVSNGDSIIDWLNSVRQTGNTTRSGQRGNQSWRAVSRTNPNSGDFRFSLEINVNRNNGSQNSENENEPSARRSSGENVENNSQRQVENPRSESTSARPSRSERNSTEALTEVPPTRGQRRARSRSPDHRRTRARAERSRSPLHPMSEIPRRSHHSISSQTFEHPLVNETEGSSRTRHHVTLRQQISGPELLSRGLFAASGTRNASQGAGS.... Result: 1 (interaction).